From a dataset of Full USPTO retrosynthesis dataset with 1.9M reactions from patents (1976-2016). Predict the reactants needed to synthesize the given product. (1) Given the product [Br-:50].[CH2:2]([P+:6]([C:19]1[CH:24]=[CH:23][CH:22]=[CH:21][CH:20]=1)([C:7]1[CH:12]=[CH:11][CH:10]=[CH:9][CH:8]=1)[C:13]1[CH:14]=[CH:15][CH:16]=[CH:17][CH:18]=1)[C:3]1[CH:37]=[CH:32][CH:33]=[CH:5][CH:4]=1, predict the reactants needed to synthesize it. The reactants are: [Cl-].[CH2:2]([P+:6]([C:19]1[CH:24]=[CH:23][CH:22]=[CH:21][CH:20]=1)([C:13]1[CH:18]=[CH:17][CH:16]=[CH:15][CH:14]=1)[C:7]1[CH:12]=[CH:11][CH:10]=[CH:9][CH:8]=1)[CH2:3][CH2:4][CH3:5].C([O-])(=O)C.C([P+](C1C=CC=CC=1)(C1C=CC=CC=1)[C:32]1[CH:37]=CC=C[CH:33]=1)C.[Br-:50].C(N([P+](N(CC)CC)(N(CC)CC)N(CC)CC)CC)C. (2) Given the product [NH2:24][C:25]1[C:33]2[C:32]([C:34]3[CH:39]=[CH:38][CH:37]=[C:36]([CH3:40])[N:35]=3)=[N:31][C:30]([S:41][CH3:42])=[N:29][C:28]=2[S:27][C:26]=1[C:43]([NH2:3])=[O:45], predict the reactants needed to synthesize it. The reactants are: Cl.C[N:3](C)CCCN=C=NCC.O.OC1C2N=NNC=2C=CC=1.[NH2:24][C:25]1[C:33]2[C:32]([C:34]3[CH:39]=[CH:38][CH:37]=[C:36]([CH3:40])[N:35]=3)=[N:31][C:30]([S:41][CH3:42])=[N:29][C:28]=2[S:27][C:26]=1[C:43]([OH:45])=O.N. (3) Given the product [Cl:2][C:3]1[CH:4]=[C:5]([N+:10]([O-:12])=[O:11])[CH:6]=[CH:8][C:9]=1[S:17]([Cl:1])(=[O:19])=[O:18], predict the reactants needed to synthesize it. The reactants are: [ClH:1].[Cl:2][C:3]1[CH:9]=[CH:8][C:6](N)=[C:5]([N+:10]([O-:12])=[O:11])[CH:4]=1.N([O-])=O.[Na+].[S:17](=[O:19])=[O:18]. (4) Given the product [Cl:1][C:2]1[CH:3]=[N:4][CH:5]=[C:6]([Cl:24])[C:7]=1[S:8][C:9]1[S:13][C:12]([C:14]([NH:16][CH2:17][CH2:18][CH2:19][N:28]2[CH2:29][CH2:30][CH2:31][CH:26]([OH:25])[CH2:27]2)=[O:15])=[CH:11][C:10]=1[N+:21]([O-:23])=[O:22], predict the reactants needed to synthesize it. The reactants are: [Cl:1][C:2]1[CH:3]=[N:4][CH:5]=[C:6]([Cl:24])[C:7]=1[S:8][C:9]1[S:13][C:12]([C:14]([NH:16][CH2:17][CH2:18][CH:19]=O)=[O:15])=[CH:11][C:10]=1[N+:21]([O-:23])=[O:22].[OH:25][CH:26]1[CH2:31][CH2:30][CH2:29][NH:28][CH2:27]1.C(O)(=O)C.[Na]. (5) Given the product [CH3:18][O:19][C:20](=[O:28])[C:21]1[CH:26]=[CH:25][CH:24]=[C:23]([O:27][C:2]2[CH:7]=[CH:6][C:5]([Cl:8])=[CH:4][C:3]=2[N+:9]([O-:11])=[O:10])[CH:22]=1, predict the reactants needed to synthesize it. The reactants are: Br[C:2]1[CH:7]=[CH:6][C:5]([Cl:8])=[CH:4][C:3]=1[N+:9]([O-:11])=[O:10].C([O-])([O-])=O.[K+].[K+].[CH3:18][O:19][C:20](=[O:28])[C:21]1[CH:26]=[CH:25][CH:24]=[C:23]([OH:27])[CH:22]=1. (6) Given the product [Br:1][C:2]1[N:6]2[N:7]=[C:8]([NH:17][CH2:16][CH2:15][N:14]([CH2:18][CH3:19])[CH2:12][CH3:13])[CH:9]=[CH:10][C:5]2=[N:4][CH:3]=1, predict the reactants needed to synthesize it. The reactants are: [Br:1][C:2]1[N:6]2[N:7]=[C:8](Cl)[CH:9]=[CH:10][C:5]2=[N:4][CH:3]=1.[CH2:12]([N:14]([CH2:18][CH3:19])[CH2:15][CH2:16][NH2:17])[CH3:13].C(Cl)Cl.CO.[NH4+].[OH-]. (7) The reactants are: [NH2:1][CH:2]1[CH2:7][CH2:6][N:5]([C:8]([O:10][CH2:11][C:12]2[CH:17]=[CH:16][CH:15]=[CH:14][CH:13]=2)=[O:9])[CH2:4][CH2:3]1.C(OC(C1C=N[C:26]2[C:31]([C:32]=1Br)=[N:30][C:29](OC)=[CH:28][CH:27]=2)=O)C.C(O[BH-](O[C:46](=[O:48])[CH3:47])OC(=O)C)(=O)C.[Na+].C[OH:51]. Given the product [O:51]1[C:27]2[CH:26]=[C:31]([CH2:32][NH:1][CH:2]3[CH2:3][CH2:4][N:5]([C:8]([O:10][CH2:11][C:12]4[CH:17]=[CH:16][CH:15]=[CH:14][CH:13]=4)=[O:9])[CH2:6][CH2:7]3)[N:30]=[CH:29][C:28]=2[O:48][CH2:46][CH2:47]1, predict the reactants needed to synthesize it.